Dataset: Experimentally validated miRNA-target interactions with 360,000+ pairs, plus equal number of negative samples. Task: Binary Classification. Given a miRNA mature sequence and a target amino acid sequence, predict their likelihood of interaction. (1) The miRNA is mmu-miR-129-2-3p with sequence AAGCCCUUACCCCAAAAAGCAU. The protein sequence of the target gene is MGGPRGAGWVAAGLLLGAGACYCIYRLTRGRRRGDRELGIRSSKSAGALEEGTSEGQLCGRSARPQTGGTWESQWSKTSQPEDLTDGSYDDVLNAEQLQKLLYLLESTEDPVIIERALITLGNNAAFSVNQAIIRELGGIPIVANKINHSNQSIKEKALNALNNLSVNVENQIKIKIYISQVCEDVFSGPLNSAVQLAGLTLLTNMTVTNDHQHMLHSYITDLFQVLLTGNGNTKVQVLKLLLNLSENPAMTEGLLRAQVDSSFLSLYDSHVAKEILLRVLTLFQNIKNCLKIEGHLAVQ.... Result: 0 (no interaction). (2) The miRNA is hsa-miR-100-3p with sequence CAAGCUUGUAUCUAUAGGUAUG. The protein sequence of the target gene is MSLVIPEKFQHILRVLNTNIDGRRKIAFAITAIKGVGRRYAHVVLRKADIDLTKRAGELTEDEVERVITIMQNPRQYKIPDWFLNRQKDVKDGKYSQVLANGLDNKLREDLERLKKIRAHRGLRHFWGLRVRGQHTKTTGRRGRTVGVSKKK. Result: 0 (no interaction). (3) The miRNA is mmu-miR-3058-3p with sequence UUCCUGUCAGCCGUGGGUGCC. The protein sequence of the target gene is MKAVRNLLIYIFSTYLLVMFGFNAAQDFWCSTLVKGVIYGSYSVSEMFPKNFTNCTWTLENPDPTKYSIYLKFSKKDLSCSNFSLLAYQFDHFSHEKIKDLLRKNHSIMQLCSSKNAFVFLQYDKNFIQIRRVFPTDFPGLQKKVEEDQKSFFEFLVLNKVSPSQFGCHVLCTWLESCLKSENGRTESCGIMYTKCTCPQHLGEWGIDDQSLVLLNNVVLPLNEQTEGCLTQELQTTQVCNLTREAKRPPKEEFGMMGDHTIKSQRPRSVHEKRVPQEQADAAKFMAQTGESGVEEWSQW.... Result: 0 (no interaction). (4) The miRNA is hsa-miR-3612 with sequence AGGAGGCAUCUUGAGAAAUGGA. The protein sequence of the target gene is MGSAALEILGLVLCLVGWGGLILACGLPMWQVTAFLDHNIVTAQTTWKGLWMSCVVQSTGHMQCKVYDSVLALSTEVQAARALTVSAVLLAFVALFVTLAGAQCTTCVAPGPAKARVALTGGVLYLFCGLLALVPLCWFANIVVREFYDPSVPVSQKYELGAALYIGWAATALLMVGGCLLCCGAWVCTGRPDLSFPVKYSAPRRPTATGDYDKKNYV. Result: 0 (no interaction). (5) The miRNA is hsa-let-7f-5p with sequence UGAGGUAGUAGAUUGUAUAGUU. The protein sequence of the target gene is MRRAALRLCALGKGQLTPGRGLTQGPQNPKKQGIFHIHEVRDKLREIVGASTNWRDHVKAMEERKLLHSFLAKSQDGLPPRRMKDSYIEVLLPLGSEPELREKYLTVQNTVRFGRILEDLDSLGVLICYMHNKIHSAKMSPLSIVTALVDKIDMCKKSLSPEQDIKFSGHVSWVGKTSMEVKMQMFQLHGDEFCPVLDATFVMVARDSENKGPAFVNPLIPESPEEEELFRQGELNKGRRIAFSSTSLLKMAPSAEERTTIHEMFLSTLDPKTISFRSRVLPSNAVWMENSKLKSLEICH.... Result: 1 (interaction).